This data is from Forward reaction prediction with 1.9M reactions from USPTO patents (1976-2016). The task is: Predict the product of the given reaction. (1) Given the reactants C[O:2][C:3](=[O:28])[C:4]1[CH:9]=[CH:8][C:7]([O:10][CH2:11][CH2:12][CH2:13]Br)=[CH:6][C:5]=1[NH:15][C:16](=[O:27])[C:17]1[CH:22]=[CH:21][CH:20]=[CH:19][C:18]=1[C:23]([F:26])([F:25])[F:24].[F:29][C:30]([F:41])([F:40])[C:31]1[CH:39]=[CH:38][C:34]([CH:35]=[N:36][OH:37])=[CH:33][CH:32]=1, predict the reaction product. The product is: [F:26][C:23]([F:24])([F:25])[C:18]1[CH:19]=[CH:20][CH:21]=[CH:22][C:17]=1[C:16]([NH:15][C:5]1[CH:6]=[C:7]([O:10][CH2:11][CH2:12][CH2:13][O:37]/[N:36]=[CH:35]/[C:34]2[CH:33]=[CH:32][C:31]([C:30]([F:29])([F:41])[F:40])=[CH:39][CH:38]=2)[CH:8]=[CH:9][C:4]=1[C:3]([OH:2])=[O:28])=[O:27]. (2) Given the reactants [C:1]([O:5][C:6]([N:8]1[CH2:12][CH2:11][CH2:10][C@@H:9]1[CH2:13][O:14][C:15]1[CH:20]=[CH:19][C:18]([O:21]CC2C=CC=CC=2)=[CH:17][CH:16]=1)=[O:7])([CH3:4])([CH3:3])[CH3:2].C1COCC1, predict the reaction product. The product is: [C:1]([O:5][C:6]([N:8]1[CH2:12][CH2:11][CH2:10][C@@H:9]1[CH2:13][O:14][C:15]1[CH:20]=[CH:19][C:18]([OH:21])=[CH:17][CH:16]=1)=[O:7])([CH3:4])([CH3:2])[CH3:3]. (3) Given the reactants [F:1][C:2]1[CH:3]=[C:4]2[C:8](=[CH:9][C:10]=1[F:11])[C:7](=[O:12])[NH:6][CH2:5]2.[H-].[Na+].Br[CH2:16][C:17]1[CH:22]=[CH:21][C:20]([CH:23]([CH:31]2[CH2:35][CH2:34][CH2:33][CH2:32]2)[C:24]([O:26][C:27]([CH3:30])([CH3:29])[CH3:28])=[O:25])=[CH:19][CH:18]=1.O, predict the reaction product. The product is: [CH:31]1([CH:23]([C:20]2[CH:21]=[CH:22][C:17]([CH2:16][N:6]3[CH2:5][C:4]4[C:8](=[CH:9][C:10]([F:11])=[C:2]([F:1])[CH:3]=4)[C:7]3=[O:12])=[CH:18][CH:19]=2)[C:24]([O:26][C:27]([CH3:28])([CH3:30])[CH3:29])=[O:25])[CH2:35][CH2:34][CH2:33][CH2:32]1. (4) Given the reactants [Br:1][C:2]1[C:11]2[C:6](=[CH:7][CH:8]=[CH:9][CH:10]=2)[CH:5]=[C:4]([NH2:12])[N:3]=1.CCN(CC)CC.[F:20][C:21]1([F:36])[O:25][C:24]2[CH:26]=[CH:27][C:28]([C:30]3([C:33](Cl)=[O:34])[CH2:32][CH2:31]3)=[CH:29][C:23]=2[O:22]1, predict the reaction product. The product is: [Br:1][C:2]1[C:11]2[C:6](=[CH:7][CH:8]=[CH:9][CH:10]=2)[CH:5]=[C:4]([NH:12][C:33]([C:30]2([C:28]3[CH:27]=[CH:26][C:24]4[O:25][C:21]([F:36])([F:20])[O:22][C:23]=4[CH:29]=3)[CH2:32][CH2:31]2)=[O:34])[N:3]=1. (5) Given the reactants C[O:2][C:3](=[O:14])[CH:4](Br)[C:5]1[CH:10]=[CH:9][C:8]([Cl:11])=[C:7]([Cl:12])[CH:6]=1.[CH:15]1([SH:21])[CH2:20][CH2:19][CH2:18][CH2:17][CH2:16]1.[NH2:22][C:23]1[S:24][CH:25]=[CH:26][N:27]=1, predict the reaction product. The product is: [CH:15]1([S:21][CH:4]([C:5]2[CH:10]=[CH:9][C:8]([Cl:11])=[C:7]([Cl:12])[CH:6]=2)[C:3]([OH:2])=[O:14])[CH2:20][CH2:19][CH2:18][CH2:17][CH2:16]1.[CH:15]1([S:21][CH:4]([C:5]2[CH:10]=[CH:9][C:8]([Cl:11])=[C:7]([Cl:12])[CH:6]=2)[C:3]([NH:22][C:23]2[S:24][CH:25]=[CH:26][N:27]=2)=[O:14])[CH2:20][CH2:19][CH2:18][CH2:17][CH2:16]1. (6) Given the reactants C([O:3][C:4](=[O:24])[CH2:5][O:6][C:7]1[CH:12]=[CH:11][CH:10]=[C:9]([NH:13][C:14](=[O:23])[C:15]2[CH:20]=[C:19](Br)[CH:18]=[CH:17][C:16]=2[F:22])[CH:8]=1)C.[Cl:25][C:26]1[CH:27]=[C:28](B(O)O)[CH:29]=[CH:30][CH:31]=1, predict the reaction product. The product is: [Cl:25][C:26]1[CH:31]=[C:30]([C:19]2[CH:18]=[CH:17][C:16]([F:22])=[C:15]([C:14]([NH:13][C:9]3[CH:8]=[C:7]([CH:12]=[CH:11][CH:10]=3)[O:6][CH2:5][C:4]([OH:3])=[O:24])=[O:23])[CH:20]=2)[CH:29]=[CH:28][CH:27]=1. (7) The product is: [OH:68][CH2:67][C:66]([NH:65][C:4]([C:6]1[C:7]2[CH2:8][C@H:9]3[CH2:22][C@H:10]3[C:11]=2[N:12]([C:14]2[CH:19]=[CH:18][C:17]([F:20])=[CH:16][C:15]=2[F:21])[N:13]=1)=[O:5])([CH3:70])[CH3:69]. Given the reactants C(O[C:4]([C:6]1[C:7]2[CH2:8][C@H:9]3[CH2:22][C@H:10]3[C:11]=2[N:12]([C:14]2[CH:19]=[CH:18][C:17]([F:20])=[CH:16][C:15]=2[F:21])[N:13]=1)=[O:5])C.F[P-](F)(F)(F)(F)F.N1(O[P+](N2CCCC2)(N2CCCC2)N2CCCC2)C2C=CC=CC=2N=N1.CCN(C(C)C)C(C)C.[NH2:65][C:66]([CH3:70])([CH3:69])[CH2:67][OH:68], predict the reaction product. (8) Given the reactants [OH:1][C:2]1[CH:3]=[C:4]([CH:7]=[CH:8][CH:9]=1)[CH:5]=[O:6].[O:10]1[CH:15]=[CH:14][CH2:13][CH2:12][CH2:11]1.N1C=CC=CC=1, predict the reaction product. The product is: [O:10]1[CH2:15][CH2:14][CH2:13][CH2:12][CH:11]1[O:1][C:2]1[CH:3]=[C:4]([CH:7]=[CH:8][CH:9]=1)[CH:5]=[O:6]. (9) Given the reactants [Cl:1][C:2]1[CH:7]=[CH:6][C:5]([C@H:8]2[N:15]3[C:11]([S:12][C:13]([C:19]([OH:21])=O)=[C:14]3[CH:16]([CH3:18])[CH3:17])=[N:10][C@:9]2([C:23]2[CH:28]=[CH:27][C:26]([Cl:29])=[CH:25][CH:24]=2)[CH3:22])=[CH:4][CH:3]=1.[NH2:30][CH2:31][C:32]([NH2:34])=[O:33], predict the reaction product. The product is: [NH2:34][C:32](=[O:33])[CH2:31][NH:30][C:19]([C:13]1[S:12][C:11]2=[N:10][C@:9]([C:23]3[CH:28]=[CH:27][C:26]([Cl:29])=[CH:25][CH:24]=3)([CH3:22])[C@@H:8]([C:5]3[CH:6]=[CH:7][C:2]([Cl:1])=[CH:3][CH:4]=3)[N:15]2[C:14]=1[CH:16]([CH3:17])[CH3:18])=[O:21]. (10) Given the reactants [O:1]1[CH2:5][CH2:4][CH:3](/[CH:6]=[CH:7]/[CH:8]=[O:9])[CH2:2]1, predict the reaction product. The product is: [O:1]1[CH2:5][CH2:4][CH:3]([CH2:6][CH2:7][CH:8]=[O:9])[CH2:2]1.